This data is from Reaction yield outcomes from USPTO patents with 853,638 reactions. The task is: Predict the reaction yield, written as a fraction of the theoretical maximum amount of product (1.0 means a 100% yield; for example, 0.34 means a 34% yield). The reactants are [CH3:1][C:2]([C:8]1[CH:13]=[CH:12][CH:11]=[CH:10][CH:9]=1)([CH3:7])[CH2:3][C:4](O)=[O:5].B.C1COCC1. The catalyst is O1CCCC1. The product is [CH3:7][C:2]([C:8]1[CH:13]=[CH:12][CH:11]=[CH:10][CH:9]=1)([CH3:1])[CH2:3][CH2:4][OH:5]. The yield is 1.00.